From a dataset of Reaction yield outcomes from USPTO patents with 853,638 reactions. Predict the reaction yield, written as a fraction of the theoretical maximum amount of product (1.0 means a 100% yield; for example, 0.34 means a 34% yield). (1) The reactants are [F:1][C:2]([F:23])([F:22])[CH:3]([CH:11](C(OCC)=O)[C:12]([O:14]CC)=[O:13])[NH:4][C:5]1[CH:10]=[CH:9][CH:8]=[CH:7][CH:6]=1.[OH-].[Na+]. The catalyst is O.C(O)C. The product is [F:1][C:2]([F:22])([F:23])[CH:3]([NH:4][C:5]1[CH:10]=[CH:9][CH:8]=[CH:7][CH:6]=1)[CH2:11][C:12]([OH:14])=[O:13]. The yield is 0.130. (2) The reactants are [CH3:1][O:2][C:3]1[C:4]([S:15](F)(=[O:17])=[O:16])=[CH:5][C:6]2[CH2:12][CH2:11][N:10]([CH3:13])[CH2:9][CH2:8][C:7]=2[CH:14]=1.O1CCCC1.[F:24][C:25]1[CH:30]=[CH:29][C:28]([Mg]Br)=[CH:27][CH:26]=1.O.O.O.O.C(C(C(C([O-])=O)O)O)([O-])=O.[K+].[Na+]. The catalyst is O.C(OCC)C. The product is [F:24][C:25]1[CH:30]=[CH:29][C:28]([S:15]([C:4]2[C:3]([O:2][CH3:1])=[CH:14][C:7]3[CH2:8][CH2:9][N:10]([CH3:13])[CH2:11][CH2:12][C:6]=3[CH:5]=2)(=[O:17])=[O:16])=[CH:27][CH:26]=1. The yield is 0.510.